From a dataset of Peptide-MHC class I binding affinity with 185,985 pairs from IEDB/IMGT. Regression. Given a peptide amino acid sequence and an MHC pseudo amino acid sequence, predict their binding affinity value. This is MHC class I binding data. (1) The peptide sequence is QENVFHTMWH. The MHC is HLA-B44:02 with pseudo-sequence HLA-B44:02. The binding affinity (normalized) is 0.638. (2) The peptide sequence is SPVIVNGAM. The MHC is HLA-B58:01 with pseudo-sequence HLA-B58:01. The binding affinity (normalized) is 0.0847. (3) The peptide sequence is AASCGGVVL. The MHC is Patr-B0101 with pseudo-sequence Patr-B0101. The binding affinity (normalized) is 0.133. (4) The binding affinity (normalized) is 0.264. The MHC is HLA-A31:01 with pseudo-sequence HLA-A31:01. The peptide sequence is SSVQLSNNKY. (5) The peptide sequence is LENGAIRIY. The MHC is HLA-A01:01 with pseudo-sequence HLA-A01:01. The binding affinity (normalized) is 0.0000849. (6) The peptide sequence is MFGFCYLSHW. The MHC is Mamu-B17 with pseudo-sequence Mamu-B17. The binding affinity (normalized) is 0.503. (7) The MHC is HLA-A30:01 with pseudo-sequence HLA-A30:01. The binding affinity (normalized) is 0.0847. The peptide sequence is VPADHRLAF.